This data is from Full USPTO retrosynthesis dataset with 1.9M reactions from patents (1976-2016). The task is: Predict the reactants needed to synthesize the given product. (1) Given the product [C:3]([O:6][C:7]1[CH:12]=[CH:11][C:10]([CH2:13][CH2:14][C:15]2[CH:27]=[C:26]3[C:18]([C:19]4[C:24](=[CH:25]3)[C:23](=[O:1])[C:22]([O:28][CH2:29][CH2:30][CH2:31][CH2:32][CH3:33])=[CH:21][CH:20]=4)=[CH:17][CH:16]=2)=[CH:9][CH:8]=1)(=[O:5])[CH3:4], predict the reactants needed to synthesize it. The reactants are: [O:1]=O.[C:3]([O:6][C:7]1[CH:12]=[CH:11][C:10]([CH2:13][CH2:14][C:15]2[CH:27]=[C:26]3[C:18]([C:19]4[CH:20]=[CH:21][C:22]([O:28][CH2:29][CH2:30][CH2:31][CH2:32][CH3:33])=[CH:23][C:24]=4[CH2:25]3)=[CH:17][CH:16]=2)=[CH:9][CH:8]=1)(=[O:5])[CH3:4].[OH-].[K+].Cl. (2) The reactants are: [CH3:1][C:2]1[C:11]([CH2:12][C:13]2[CH:18]=[CH:17][C:16]([O:19][CH2:20][O:21][CH3:22])=[C:15]([CH:23]([CH3:25])[CH3:24])[CH:14]=2)=[C:10]([CH3:26])[CH:9]=[C:8]([OH:27])[C:3]=1[C:4](OC)=[O:5].[BH4-].[Na+]. Given the product [CH3:1][C:2]1[C:11]([CH2:12][C:13]2[CH:18]=[CH:17][C:16]([O:19][CH2:20][O:21][CH3:22])=[C:15]([CH:23]([CH3:24])[CH3:25])[CH:14]=2)=[C:10]([CH3:26])[CH:9]=[C:8]([OH:27])[C:3]=1[CH2:4][OH:5], predict the reactants needed to synthesize it. (3) Given the product [CH:1]1([CH2:5][C:6]2[N:7]=[C:8]([C:11]3[O:24][C:15]([CH2:16][C:17]([CH3:22])([CH3:23])[C:18]([O:20][CH3:21])=[O:19])=[N:14][N:13]=3)[S:9][CH:10]=2)[CH2:4][CH2:3][CH2:2][CH2:25]1, predict the reactants needed to synthesize it. The reactants are: [CH:1]1([CH2:5][C:6]2[N:7]=[C:8]([C:11]([NH:13][NH:14][C:15](=[O:24])[CH2:16][C:17]([CH3:23])([CH3:22])[C:18]([O:20][CH3:21])=[O:19])=O)[S:9][CH:10]=2)[CH2:4][CH2:3][CH2:2]1.[CH:25]1(CC2N=C(C(OCC)=O)SC=2)CCCC1. (4) Given the product [CH:1]1([C:4]([NH:6][C:7]2[N:8]=[C:9]3[CH:14]=[CH:13][C:12]([S:15][C:16]4[CH:24]=[CH:23][CH:22]=[CH:21][C:17]=4[C:18]([NH:31][C:30]4[CH:32]=[CH:33][CH:34]=[C:28]([C:27]([F:26])([F:35])[F:36])[CH:29]=4)=[O:19])=[N:11][N:10]3[CH:25]=2)=[O:5])[CH2:2][CH2:3]1, predict the reactants needed to synthesize it. The reactants are: [CH:1]1([C:4]([NH:6][C:7]2[N:8]=[C:9]3[CH:14]=[CH:13][C:12]([S:15][C:16]4[CH:24]=[CH:23][CH:22]=[CH:21][C:17]=4[C:18](O)=[O:19])=[N:11][N:10]3[CH:25]=2)=[O:5])[CH2:3][CH2:2]1.[F:26][C:27]([F:36])([F:35])[C:28]1[CH:29]=[C:30]([CH:32]=[CH:33][CH:34]=1)[NH2:31].F[P-](F)(F)(F)(F)F.N1(OC(N(C)C)=[N+](C)C)C2N=CC=CC=2N=N1.C(N(CC)C(C)C)(C)C. (5) Given the product [N+:26]([C:23]1[CH:22]=[CH:21][C:20]([O:19][C:17](=[O:18])[NH:1][C:2]2[CH:7]=[CH:6][C:5]([N:8]3[CH:13]=[CH:12][CH:11]=[CH:10][C:9]3=[O:14])=[CH:4][C:3]=2[CH3:15])=[CH:25][CH:24]=1)([O-:28])=[O:27], predict the reactants needed to synthesize it. The reactants are: [NH2:1][C:2]1[CH:7]=[CH:6][C:5]([N:8]2[CH:13]=[CH:12][CH:11]=[CH:10][C:9]2=[O:14])=[CH:4][C:3]=1[CH3:15].Cl[C:17]([O:19][C:20]1[CH:25]=[CH:24][C:23]([N+:26]([O-:28])=[O:27])=[CH:22][CH:21]=1)=[O:18]. (6) Given the product [C:18]1([C:15](=[N:10][NH:9][C:7](=[O:8])[C:6]2[C:5](=[C:4]([N+:1]([O-:3])=[O:2])[CH:13]=[CH:12][CH:11]=2)[OH:14])[CH3:16])[CH:23]=[CH:22][CH:21]=[CH:20][CH:19]=1, predict the reactants needed to synthesize it. The reactants are: [N+:1]([C:4]1[CH:13]=[CH:12][CH:11]=[C:6]([C:7]([NH:9][NH2:10])=[O:8])[C:5]=1[OH:14])([O-:3])=[O:2].[C:15]([C:18]1[CH:23]=[CH:22][CH:21]=[CH:20][CH:19]=1)(=O)[CH3:16].C1(C)C=CC(S(O)(=O)=O)=CC=1. (7) Given the product [Cl:1][C:2]1[CH:3]=[C:4]([N:19]([CH2:33][O:34][CH3:35])[S:20]([C:23]2[CH:28]=[CH:27][CH:26]=[C:25]([C:29]([F:31])([F:30])[F:32])[CH:24]=2)(=[O:21])=[O:22])[C:5]([C:8](=[O:9])[C:10]2[C:15]([O:16][CH3:17])=[CH:14][CH:13]=[CH:12][C:11]=2[F:18])=[N:6][CH:7]=1, predict the reactants needed to synthesize it. The reactants are: [Cl:1][C:2]1[CH:3]=[C:4]([N:19]([CH2:33][O:34][CH3:35])[S:20]([C:23]2[CH:28]=[CH:27][CH:26]=[C:25]([C:29]([F:32])([F:31])[F:30])[CH:24]=2)(=[O:22])=[O:21])[C:5]([CH:8]([C:10]2[C:15]([O:16][CH3:17])=[CH:14][CH:13]=[CH:12][C:11]=2[F:18])[OH:9])=[N:6][CH:7]=1.CC(OI1(OC(C)=O)(OC(C)=O)OC(=O)C2C=CC=CC1=2)=O.[O-]S([O-])(=S)=O.[Na+].[Na+].C([O-])(O)=O.[Na+].